This data is from Catalyst prediction with 721,799 reactions and 888 catalyst types from USPTO. The task is: Predict which catalyst facilitates the given reaction. (1) Reactant: [CH2:1]([N:8]1[C@@H:15]([CH2:16][O:17][Si:18]([C:21]([CH3:24])([CH3:23])[CH3:22])([CH3:20])[CH3:19])[CH2:14][N:13](CC2C=CC=CC=2)[CH2:12][C:9]21[CH2:11][CH2:10]2)[C:2]1[CH:7]=[CH:6][CH:5]=[CH:4][CH:3]=1.[Cl:32]C(OC(Cl)C)=O. Product: [ClH:32].[CH2:1]([N:8]1[C@@H:15]([CH2:16][O:17][Si:18]([C:21]([CH3:24])([CH3:23])[CH3:22])([CH3:19])[CH3:20])[CH2:14][NH:13][CH2:12][C:9]21[CH2:10][CH2:11]2)[C:2]1[CH:7]=[CH:6][CH:5]=[CH:4][CH:3]=1. The catalyst class is: 525. (2) Reactant: [Cl:1][C:2]1[C:7]2[S:8][CH:9]=[CH:10][C:6]=2[CH:5]=[CH:4][CH:3]=1.C([Li])CCC.[B:16](OC(C)C)([O:21]C(C)C)[O:17]C(C)C.[Cl-].[NH4+]. The catalyst class is: 1. Product: [Cl:1][C:2]1[C:7]2[S:8][C:9]([B:16]([OH:21])[OH:17])=[CH:10][C:6]=2[CH:5]=[CH:4][CH:3]=1. (3) Reactant: [NH2:1][C:2]1[C:3]([CH:31]2[CH2:36][CH2:35][N:34]([CH3:37])[CH2:33][CH2:32]2)=[CH:4][C:5]([O:29][CH3:30])=[C:6]([NH:8][C:9]2[N:14]=[C:13]([NH:15][C:16]3[CH:21]=[CH:20][CH:19]=[CH:18][C:17]=3[S:22]([CH:25]([CH3:27])[CH3:26])(=[O:24])=[O:23])[C:12]([Cl:28])=[CH:11][N:10]=2)[CH:7]=1.CCN(C(C)C)C(C)C.[C:47](Cl)(=[O:50])[CH:48]=[CH2:49]. Product: [Cl:28][C:12]1[C:13]([NH:15][C:16]2[CH:21]=[CH:20][CH:19]=[CH:18][C:17]=2[S:22]([CH:25]([CH3:27])[CH3:26])(=[O:23])=[O:24])=[N:14][C:9]([NH:8][C:6]2[C:5]([O:29][CH3:30])=[CH:4][C:3]([CH:31]3[CH2:32][CH2:33][N:34]([CH3:37])[CH2:35][CH2:36]3)=[C:2]([NH:1][C:47](=[O:50])[CH:48]=[CH2:49])[CH:7]=2)=[N:10][CH:11]=1. The catalyst class is: 2.